This data is from Peptide-MHC class I binding affinity with 185,985 pairs from IEDB/IMGT. The task is: Regression. Given a peptide amino acid sequence and an MHC pseudo amino acid sequence, predict their binding affinity value. This is MHC class I binding data. (1) The peptide sequence is YSPHFKVGW. The MHC is Mamu-A01 with pseudo-sequence Mamu-A01. The binding affinity (normalized) is 0.623. (2) The peptide sequence is INFNYSIL. The MHC is H-2-Db with pseudo-sequence H-2-Db. The binding affinity (normalized) is 0.350. (3) The peptide sequence is LPPVVAKEI. The MHC is HLA-B40:02 with pseudo-sequence HLA-B40:02. The binding affinity (normalized) is 0. (4) The peptide sequence is STEIGLLVG. The MHC is HLA-B15:01 with pseudo-sequence HLA-B15:01. The binding affinity (normalized) is 0.0847. (5) The peptide sequence is QIQAGNFHW. The MHC is HLA-B46:01 with pseudo-sequence HLA-B46:01. The binding affinity (normalized) is 0.0847.